Dataset: Forward reaction prediction with 1.9M reactions from USPTO patents (1976-2016). Task: Predict the product of the given reaction. (1) Given the reactants [Cl:1][C:2]1[N:11]=[CH:10][C:9]2[NH:8][C:7](=[O:12])[C:6](=[O:13])[N:5]([CH2:14][CH2:15][CH:16]([CH3:18])[CH3:17])[C:4]=2[N:3]=1.C(N(CC)CC)C.[C:26]1(B(O)O)[CH:31]=[CH:30][CH:29]=[CH:28][CH:27]=1, predict the reaction product. The product is: [Cl:1][C:2]1[N:11]=[CH:10][C:9]2[N:8]([C:26]3[CH:31]=[CH:30][CH:29]=[CH:28][CH:27]=3)[C:7](=[O:12])[C:6](=[O:13])[N:5]([CH2:14][CH2:15][CH:16]([CH3:18])[CH3:17])[C:4]=2[N:3]=1. (2) The product is: [NH:12]1[C:16]2[CH:17]=[CH:18][CH:19]=[CH:20][C:15]=2[N:14]=[C:13]1[S:21]([CH2:22][C:23]1[CH:28]=[C:27]([F:29])[CH:26]=[CH:25][C:24]=1[NH2:30])=[O:6]. Given the reactants C1(=O)NC(=[O:6])C2=CC=CC=C12.[NH:12]1[C:16]2[CH:17]=[CH:18][CH:19]=[CH:20][C:15]=2[N:14]=[C:13]1[S:21][CH2:22][C:23]1[CH:28]=[C:27]([F:29])[CH:26]=[CH:25][C:24]=1[NH2:30], predict the reaction product. (3) Given the reactants C([O:3][C:4](=[O:16])[C:5]([O:12]C(=O)C)=[C:6]1[CH2:11][CH2:10][O:9][CH2:8][CH2:7]1)C.[OH-].[Na+].C(O)C.O.Cl, predict the reaction product. The product is: [O:12]=[C:5]([CH:6]1[CH2:7][CH2:8][O:9][CH2:10][CH2:11]1)[C:4]([OH:16])=[O:3]. (4) The product is: [Cl:14][C:15]1[CH:16]=[C:17]2[C:22](=[CH:23][CH:24]=1)[O:21][C:20](=[O:25])[CH:19]=[C:18]2[NH:26][CH:27]1[CH2:32][CH2:31][N:30]([CH:2]([C:4]2[CH:5]=[C:6]3[C:11](=[CH:12][CH:13]=2)[N:10]=[CH:9][CH:8]=[CH:7]3)[CH3:3])[CH2:29][CH2:28]1. Given the reactants Br[CH:2]([C:4]1[CH:5]=[C:6]2[C:11](=[CH:12][CH:13]=1)[N:10]=[CH:9][CH:8]=[CH:7]2)[CH3:3].[Cl:14][C:15]1[CH:16]=[C:17]2[C:22](=[CH:23][CH:24]=1)[O:21][C:20](=[O:25])[CH:19]=[C:18]2[NH:26][CH:27]1[CH2:32][CH2:31][NH:30][CH2:29][CH2:28]1.C([O-])([O-])=O.[K+].[K+].O, predict the reaction product. (5) Given the reactants C[O:2][C:3]([C:5]1[C:6]([C:24]2[CH:29]=[CH:28][C:27]([C:30](O)=[O:31])=[CH:26][CH:25]=2)=[CH:7][CH:8]=[C:9]([C:11]2[S:12][CH:13]=[C:14]([C:16]3[CH:21]=[CH:20][C:19]([Cl:22])=[C:18]([Cl:23])[CH:17]=3)[N:15]=2)[CH:10]=1)=[O:4].[NH2:33][CH:34]1[CH2:39][CH2:38][O:37][CH2:36][CH2:35]1, predict the reaction product. The product is: [Cl:23][C:18]1[CH:17]=[C:16]([C:14]2[N:15]=[C:11]([C:9]3[CH:10]=[C:5]([C:3]([OH:2])=[O:4])[C:6]([C:24]4[CH:29]=[CH:28][C:27]([C:30](=[O:31])[NH:33][CH:34]5[CH2:39][CH2:38][O:37][CH2:36][CH2:35]5)=[CH:26][CH:25]=4)=[CH:7][CH:8]=3)[S:12][CH:13]=2)[CH:21]=[CH:20][C:19]=1[Cl:22]. (6) Given the reactants [NH:1]1[CH:5]=[CH:4][N:3]=[N:2]1.[H-].[Na+].I[CH2:9][CH2:10][CH2:11][C:12]1[CH:13]=[C:14]([O:18][CH2:19][C:20]2[CH:25]=[CH:24][CH:23]=[CH:22][CH:21]=2)[CH:15]=[CH:16][CH:17]=1.C(OCC)(=O)C, predict the reaction product. The product is: [CH2:19]([O:18][C:14]1[CH:13]=[C:12]([CH2:11][CH2:10][CH2:9][N:1]2[CH:5]=[CH:4][N:3]=[N:2]2)[CH:17]=[CH:16][CH:15]=1)[C:20]1[CH:21]=[CH:22][CH:23]=[CH:24][CH:25]=1. (7) The product is: [N:1]([CH2:29][CH2:28][O:27][C:24]1[CH:25]=[C:26]2[C:21](=[CH:22][CH:23]=1)[NH:20][N:19]=[C:18]2[S:15]([C:5]1[C:14]2[C:9](=[CH:10][CH:11]=[CH:12][CH:13]=2)[CH:8]=[CH:7][CH:6]=1)(=[O:16])=[O:17])=[N+:2]=[N-:3]. Given the reactants [N-:1]=[N+:2]=[N-:3].[Na+].[C:5]1([S:15]([C:18]2[C:26]3[C:21](=[CH:22][CH:23]=[C:24]([O:27][CH2:28][CH2:29]OS(C4C=CC(C)=CC=4)(=O)=O)[CH:25]=3)[NH:20][N:19]=2)(=[O:17])=[O:16])[C:14]2[C:9](=[CH:10][CH:11]=[CH:12][CH:13]=2)[CH:8]=[CH:7][CH:6]=1.O, predict the reaction product.